Dataset: Retrosynthesis with 50K atom-mapped reactions and 10 reaction types from USPTO. Task: Predict the reactants needed to synthesize the given product. (1) The reactants are: FC(F)(F)c1cccc(-c2cc(C(F)(F)F)nc(Cl)n2)c1.OB(O)c1cccc(Br)c1. Given the product FC(F)(F)c1cccc(-c2cc(C(F)(F)F)nc(-c3cccc(Br)c3)n2)c1, predict the reactants needed to synthesize it. (2) Given the product O=c1n(Cc2ccccc2Br)nc(-c2ccc(Cl)cc2)n1C1CC1, predict the reactants needed to synthesize it. The reactants are: BrCc1ccccc1Br.O=c1[nH]nc(-c2ccc(Cl)cc2)n1C1CC1. (3) Given the product CC(C)n1ccc(Nc2cc(N[C@H]3CC[C@H](NC(=O)CC#N)CC3)nn3c(C(=O)Nc4ccncc4F)cnc23)n1, predict the reactants needed to synthesize it. The reactants are: CC(C)n1ccc(Nc2cc(N[C@H]3CC[C@H](N)CC3)nn3c(C(=O)Nc4ccncc4F)cnc23)n1.N#CCC(=O)O.